Dataset: Peptide-MHC class II binding affinity with 134,281 pairs from IEDB. Task: Regression. Given a peptide amino acid sequence and an MHC pseudo amino acid sequence, predict their binding affinity value. This is MHC class II binding data. (1) The peptide sequence is QLSTGLDMVGLAADWLTSTA. The MHC is HLA-DQA10301-DQB10302 with pseudo-sequence HLA-DQA10301-DQB10302. The binding affinity (normalized) is 0. (2) The peptide sequence is GSDEWVAMTKGEGGV. The MHC is DRB1_1101 with pseudo-sequence DRB1_1101. The binding affinity (normalized) is 0.529. (3) The peptide sequence is ISPNSVFSQWRVVCESLEEYD. The MHC is DRB4_0101 with pseudo-sequence DRB4_0103. The binding affinity (normalized) is 0.353. (4) The peptide sequence is YHFDLSGIAFGSMAK. The MHC is HLA-DQA10201-DQB10202 with pseudo-sequence HLA-DQA10201-DQB10202. The binding affinity (normalized) is 0.0630.